Dataset: Full USPTO retrosynthesis dataset with 1.9M reactions from patents (1976-2016). Task: Predict the reactants needed to synthesize the given product. (1) Given the product [CH:1]1([CH2:6][N:7]([CH2:20][CH3:21])[C:8]2[C:13]([CH:14]=[O:15])=[CH:12][C:11]([C:16]([F:19])([F:17])[F:18])=[CH:10][N:9]=2)[CH2:2][CH2:3][CH2:4][CH2:5]1, predict the reactants needed to synthesize it. The reactants are: [CH:1]1([CH2:6][N:7]([CH2:20][CH3:21])[C:8]2[C:13]([CH2:14][OH:15])=[CH:12][C:11]([C:16]([F:19])([F:18])[F:17])=[CH:10][N:9]=2)[CH2:5][CH2:4][CH2:3][CH2:2]1. (2) Given the product [CH3:1][N:2]([CH2:11][C:12]1[CH:13]=[C:14]([C:18]2[CH:23]=[CH:22][C:21]([CH2:24][CH:25]([C:26](=[O:27])[NH:39][C:42]3[CH:43]=[CH:32][CH:31]=[CH:30][CH:29]=3)[CH3:44])=[CH:20][CH:19]=2)[CH:15]=[CH:16][CH:17]=1)[C:3](=[O:4])[C:5]1[CH:10]=[CH:9][CH:8]=[CH:7][CH:6]=1, predict the reactants needed to synthesize it. The reactants are: [CH3:1][N:2]([CH2:11][C:12]1[CH:13]=[C:14]([C:18]2[CH:23]=[CH:22][C:21]([CH2:24][CH2:25][C:26](Cl)=[O:27])=[CH:20][CH:19]=2)[CH:15]=[CH:16][CH:17]=1)[C:3]([C:5]1[CH:10]=[CH:9][CH:8]=[CH:7][CH:6]=1)=[O:4].[CH2:29](N)[C:30]1C=CC=[CH:32][CH:31]=1.C([N:39]([CH2:42][CH3:43])CC)C.[CH2:44]1COCC1. (3) Given the product [Cl:28][C:25]1[CH:26]=[CH:27][C:22]([CH2:21][C:18]2([NH2:29])[CH2:19][CH2:20][N:15]([C:7]3[CH:6]=[CH:11][N:10]=[C:9]4[NH:12][N:13]=[CH:14][C:8]=34)[CH2:16][CH2:17]2)=[CH:23][CH:24]=1, predict the reactants needed to synthesize it. The reactants are: C(OC([C:6]1[C:7]([N:15]2[CH2:20][CH2:19][C:18]([NH2:29])([CH2:21][C:22]3[CH:27]=[CH:26][C:25]([Cl:28])=[CH:24][CH:23]=3)[CH2:17][CH2:16]2)=[C:8]2[CH:14]=[N:13][NH:12][C:9]2=[N:10][CH:11]=1)=O)C.O. (4) Given the product [CH3:25][C:23]1[CH:22]=[CH:21][N:20]=[C:19]([N:11]([CH2:10][CH2:9][NH:8][S:26](/[CH:29]=[CH:43]/[C:44]([F:47])([F:46])[F:45])(=[O:27])=[O:28])[C:12](=[O:18])[O:13][C:14]([CH3:15])([CH3:16])[CH3:17])[CH:24]=1, predict the reactants needed to synthesize it. The reactants are: C(OC([N:8]([S:26]([CH2:29]P(OCC)(OCC)=O)(=[O:28])=[O:27])[CH2:9][CH2:10][N:11]([C:19]1[CH:24]=[C:23]([CH3:25])[CH:22]=[CH:21][N:20]=1)[C:12](=[O:18])[O:13][C:14]([CH3:17])([CH3:16])[CH3:15])=O)(C)(C)C.[H-].[Na+].C(O[CH:43](O)[C:44]([F:47])([F:46])[F:45])C. (5) Given the product [CH2:12]([O:19][C:20]1[CH:25]=[CH:24][C:23]([C@H:26]2[CH2:31][CH2:30][N:29]([C:32]([O:34][C:35]([CH3:36])([CH3:38])[CH3:37])=[O:33])[CH2:28][C@@H:27]2[OH:9])=[CH:22][C:21]=1[F:39])[C:13]1[CH:14]=[CH:15][CH:16]=[CH:17][CH:18]=1, predict the reactants needed to synthesize it. The reactants are: [BH4-].[Na+].B(F)(F)F.CC[O:9]CC.[CH2:12]([O:19][C:20]1[CH:25]=[CH:24][C:23]([C:26]2[CH2:31][CH2:30][N:29]([C:32]([O:34][C:35]([CH3:38])([CH3:37])[CH3:36])=[O:33])[CH2:28][CH:27]=2)=[CH:22][C:21]=1[F:39])[C:13]1[CH:18]=[CH:17][CH:16]=[CH:15][CH:14]=1.[OH-].[Na+].OO. (6) Given the product [O:48]1[CH2:52][CH2:51][CH:50]([CH2:53][NH:54][C:14]([C:11]2[CH:10]=[C:9]([CH2:8][O:7][CH2:6][C:5]3[CH:4]=[CH:3][C:2]([Cl:1])=[CH:18][CH:17]=3)[O:13][N:12]=2)=[O:16])[CH2:49]1, predict the reactants needed to synthesize it. The reactants are: [Cl:1][C:2]1[CH:18]=[CH:17][C:5]([CH2:6][O:7][CH2:8][C:9]2[O:13][N:12]=[C:11]([C:14]([OH:16])=O)[CH:10]=2)=[CH:4][CH:3]=1.C(N(CC)CC)C.Cl.C(N=C=NCCCN(C)C)C.ON1C2C=CC=CC=2N=N1.[O:48]1[CH2:52][CH2:51][CH:50]([CH2:53][NH2:54])[CH2:49]1. (7) Given the product [Cl:20][C:16]1[CH:15]=[C:14]([CH:19]=[CH:18][CH:17]=1)[CH2:13][N:12]([CH2:46][C:47]([O:49][CH2:50][CH3:51])=[O:48])[CH2:11][C:8]1[CH:9]=[C:10]2[C:5](=[CH:6][C:7]=1[N+:21]([O-:23])=[O:22])[N:4]([C:24]([C:31]1[CH:32]=[CH:33][CH:34]=[CH:35][CH:36]=1)([C:25]1[CH:30]=[CH:29][CH:28]=[CH:27][CH:26]=1)[C:37]1[CH:42]=[CH:41][CH:40]=[CH:39][CH:38]=1)[N:3]=[C:2]2[Br:1], predict the reactants needed to synthesize it. The reactants are: [Br:1][C:2]1[C:10]2[C:5](=[CH:6][C:7]([N+:21]([O-:23])=[O:22])=[C:8]([CH2:11][NH:12][CH2:13][C:14]3[CH:19]=[CH:18][CH:17]=[C:16]([Cl:20])[CH:15]=3)[CH:9]=2)[N:4]([C:24]([C:37]2[CH:42]=[CH:41][CH:40]=[CH:39][CH:38]=2)([C:31]2[CH:36]=[CH:35][CH:34]=[CH:33][CH:32]=2)[C:25]2[CH:30]=[CH:29][CH:28]=[CH:27][CH:26]=2)[N:3]=1.[OH-].[Na+].Br[CH2:46][C:47]([O:49][CH2:50][CH3:51])=[O:48].O. (8) Given the product [O:22]=[S:17]1(=[O:21])[CH2:18][CH2:19][CH2:20][N:16]1[C:14]1[CH:13]=[CH:12][C:11]([C:23]([N:25]2[CH2:30][CH2:29][N:28]([C:31]3[C:36]([CH3:37])=[CH:35][C:34]([CH2:38][CH3:39])=[CH:33][N:32]=3)[CH2:27][CH2:26]2)=[O:24])=[C:10]([CH:15]=1)[C:9]([N:8]([CH3:41])[CH3:6])=[O:40], predict the reactants needed to synthesize it. The reactants are: C(O[C:6]([N:8]([C:41](OC(C)(C)C)=O)[C:9](=[O:40])[C:10]1[CH:15]=[C:14]([N:16]2[CH2:20][CH2:19][CH2:18][S:17]2(=[O:22])=[O:21])[CH:13]=[CH:12][C:11]=1[C:23]([N:25]1[CH2:30][CH2:29][N:28]([C:31]2[C:36]([CH3:37])=[CH:35][C:34]([CH2:38][CH3:39])=[CH:33][N:32]=2)[CH2:27][CH2:26]1)=[O:24])=O)(C)(C)C. (9) Given the product [CH:12]1([NH:15][C:16]2[C:19]3[CH:24]=[CH:23][C:22]([CH3:25])=[C:21]([I:26])[C:20]=3[O:18][N:17]=2)[CH2:14][CH2:13]1, predict the reactants needed to synthesize it. The reactants are: N1CCCN2CCCCCC=12.[CH:12]1([NH:15][C:16]([C:19]2[CH:24]=[CH:23][C:22]([CH3:25])=[C:21]([I:26])[C:20]=2F)=[N:17][OH:18])[CH2:14][CH2:13]1. (10) The reactants are: [NH2:1][C@H:2]([CH3:24])[C@H:3]([NH:8][C:9](=[O:23])[C:10]1[CH:15]=[CH:14][C:13]([C:16]#[C:17][C:18]#[C:19][C@@H:20]([OH:22])[CH3:21])=[CH:12][CH:11]=1)[C:4]([NH:6][OH:7])=[O:5].C=O.O.[C:28]([BH3-])#N.[Na+].C(O)(C(F)(F)F)=O. Given the product [OH:7][NH:6][C:4](=[O:5])[C@@H:3]([NH:8][C:9](=[O:23])[C:10]1[CH:15]=[CH:14][C:13]([C:16]#[C:17][C:18]#[C:19][C@@H:20]([OH:22])[CH3:21])=[CH:12][CH:11]=1)[C@H:2]([NH:1][CH3:28])[CH3:24], predict the reactants needed to synthesize it.